Dataset: Peptide-MHC class I binding affinity with 185,985 pairs from IEDB/IMGT. Task: Regression. Given a peptide amino acid sequence and an MHC pseudo amino acid sequence, predict their binding affinity value. This is MHC class I binding data. The binding affinity (normalized) is 0.586. The peptide sequence is MGITAEWLWR. The MHC is HLA-A31:01 with pseudo-sequence HLA-A31:01.